Dataset: Reaction yield outcomes from USPTO patents with 853,638 reactions. Task: Predict the reaction yield, written as a fraction of the theoretical maximum amount of product (1.0 means a 100% yield; for example, 0.34 means a 34% yield). (1) The reactants are Br[C:2]1[CH:7]=[CH:6][C:5]([C:8](=[C:16]2[CH2:21][C:20]([CH3:23])([CH3:22])[CH2:19][C:18]([CH3:25])([CH3:24])[CH2:17]2)[C:9]2[CH:14]=[CH:13][C:12]([OH:15])=[CH:11][CH:10]=2)=[CH:4][CH:3]=1.[C:26]([N:33]1[CH:37]=[CH:36][CH:35]=[C:34]1B(O)O)([O:28][C:29]([CH3:32])([CH3:31])[CH3:30])=[O:27].C([O-])([O-])=O.[Na+].[Na+]. The catalyst is C1C=CC([P]([Pd]([P](C2C=CC=CC=2)(C2C=CC=CC=2)C2C=CC=CC=2)([P](C2C=CC=CC=2)(C2C=CC=CC=2)C2C=CC=CC=2)[P](C2C=CC=CC=2)(C2C=CC=CC=2)C2C=CC=CC=2)(C2C=CC=CC=2)C2C=CC=CC=2)=CC=1.COCCOC. The product is [OH:15][C:12]1[CH:11]=[CH:10][C:9]([C:8](=[C:16]2[CH2:17][C:18]([CH3:25])([CH3:24])[CH2:19][C:20]([CH3:23])([CH3:22])[CH2:21]2)[C:5]2[CH:4]=[CH:3][C:2]([C:34]3[N:33]([C:26]([O:28][C:29]([CH3:32])([CH3:31])[CH3:30])=[O:27])[CH:37]=[CH:36][CH:35]=3)=[CH:7][CH:6]=2)=[CH:14][CH:13]=1. The yield is 0.720. (2) The reactants are [Br:1][C:2]1[C:3]([N+:9]([O-])=O)=[C:4]([CH:6]=[CH:7][CH:8]=1)[NH2:5].[NH4+].[Cl-]. The catalyst is CCO.O.[Fe]. The product is [Br:1][C:2]1[CH:8]=[CH:7][CH:6]=[C:4]([NH2:5])[C:3]=1[NH2:9]. The yield is 0.850. (3) The reactants are [CH:1]1([CH:7]([NH:26][C:27]2[CH:32]=[CH:31][C:30]([C:33]([N:35]([CH3:43])[CH2:36][CH2:37][C:38]([O:40]CC)=[O:39])=[O:34])=[CH:29][CH:28]=2)[C:8]2[O:9][C:10]3[CH:17]=[CH:16][C:15]([O:18][CH2:19][C:20]4[CH:25]=[CH:24][N:23]=[CH:22][CH:21]=4)=[CH:14][C:11]=3[C:12]=2[CH3:13])[CH2:6][CH2:5][CH2:4][CH2:3][CH2:2]1.[OH-].[Na+]. The catalyst is C(O)C. The product is [CH:1]1([CH:7]([NH:26][C:27]2[CH:28]=[CH:29][C:30]([C:33]([N:35]([CH3:43])[CH2:36][CH2:37][C:38]([OH:40])=[O:39])=[O:34])=[CH:31][CH:32]=2)[C:8]2[O:9][C:10]3[CH:17]=[CH:16][C:15]([O:18][CH2:19][C:20]4[CH:25]=[CH:24][N:23]=[CH:22][CH:21]=4)=[CH:14][C:11]=3[C:12]=2[CH3:13])[CH2:6][CH2:5][CH2:4][CH2:3][CH2:2]1. The yield is 0.770.